Dataset: Forward reaction prediction with 1.9M reactions from USPTO patents (1976-2016). Task: Predict the product of the given reaction. (1) Given the reactants [NH2:1][C:2]1[CH:3]=[CH:4][C:5]([C:14]([CH3:18])([CH3:17])[C:15]#[N:16])=[C:6]([C:8]2[CH:13]=[CH:12][CH:11]=[CH:10][CH:9]=2)[CH:7]=1.[CH3:19][O:20][C:21]1[CH:22]=[C:23]([CH:27]=[CH:28][C:29]=1[O:30][CH3:31])[C:24](Cl)=[O:25].C(N(CC)CC)C, predict the reaction product. The product is: [C:15]([C:14]([CH3:18])([CH3:17])[C:5]1[C:6]([C:8]2[CH:13]=[CH:12][CH:11]=[CH:10][CH:9]=2)=[CH:7][C:2]([NH:1][C:24](=[O:25])[C:23]2[CH:27]=[CH:28][C:29]([O:30][CH3:31])=[C:21]([O:20][CH3:19])[CH:22]=2)=[CH:3][CH:4]=1)#[N:16]. (2) Given the reactants [C:1]([CH:5]1[CH2:10][CH2:9][CH:8]([O:11][C:12]2[CH:13]=[C:14]3[C:19](=[CH:20][CH:21]=2)[CH:18]=[C:17]([CH:22]=O)[CH:16]=[CH:15]3)[CH2:7][CH2:6]1)([CH3:4])([CH3:3])[CH3:2].[NH2:24][C:25]12[CH2:32][CH2:31][C:28]([C:33]([O:35][CH3:36])=[O:34])([CH2:29][CH2:30]1)[CH2:27][CH2:26]2.C(O)C.C([BH3-])#N.[Na+], predict the reaction product. The product is: [CH3:36][O:35][C:33]([C:28]12[CH2:27][CH2:26][C:25]([NH:24][CH2:22][C:17]3[CH:16]=[CH:15][C:14]4[C:19](=[CH:20][CH:21]=[C:12]([O:11][C@H:8]5[CH2:9][CH2:10][C@H:5]([C:1]([CH3:4])([CH3:3])[CH3:2])[CH2:6][CH2:7]5)[CH:13]=4)[CH:18]=3)([CH2:32][CH2:31]1)[CH2:30][CH2:29]2)=[O:34]. (3) The product is: [Br:1][C:2]1[CH:8]=[CH:7][C:5]([NH:6][C:19](=[O:20])[O:18][C:15]([CH3:17])([CH3:16])[CH3:14])=[C:4]([N+:9]([O-:11])=[O:10])[CH:3]=1. Given the reactants [Br:1][C:2]1[CH:8]=[CH:7][C:5]([NH2:6])=[C:4]([N+:9]([O-:11])=[O:10])[CH:3]=1.[H-].[Na+].[CH3:14][C:15]([O:18][C:19](O[C:19]([O:18][C:15]([CH3:17])([CH3:16])[CH3:14])=[O:20])=[O:20])([CH3:17])[CH3:16], predict the reaction product. (4) Given the reactants Cl.[NH2:2][C:3]1[C:12]2[N:13]=[C:14]([CH2:20][CH2:21][CH2:22][CH2:23][NH:24]C(=O)OC(C)(C)C)[N:15]([CH2:16][CH2:17][CH2:18][CH3:19])[C:11]=2[C:10]2[CH:9]=[CH:8][CH:7]=[CH:6][C:5]=2[N:4]=1, predict the reaction product. The product is: [NH2:24][CH2:23][CH2:22][CH2:21][CH2:20][C:14]1[N:15]([CH2:16][CH2:17][CH2:18][CH3:19])[C:11]2[C:10]3[CH:9]=[CH:8][CH:7]=[CH:6][C:5]=3[N:4]=[C:3]([NH2:2])[C:12]=2[N:13]=1.